This data is from Forward reaction prediction with 1.9M reactions from USPTO patents (1976-2016). The task is: Predict the product of the given reaction. Given the reactants [CH3:1][N:2]([CH3:16])[C:3]1[S:4][C@H:5]2[O:11][C@H:10]([CH2:12][OH:13])[C@@H:9]([OH:14])[C@H:8]([OH:15])[C@H:6]2[N:7]=1.C(Cl)Cl.C([O-])(O)=O.[Na+].[CH:25](=O)[C:26]1[CH:31]=[CH:30][CH:29]=[CH:28][CH:27]=1, predict the reaction product. The product is: [CH3:1][N:2]([CH3:16])[C:3]1[S:4][C@H:5]2[O:11][C@@H:10]3[CH2:12][O:13][CH:25]([C:26]4[CH:31]=[CH:30][CH:29]=[CH:28][CH:27]=4)[O:14][C@H:9]3[C@H:8]([OH:15])[C@H:6]2[N:7]=1.